The task is: Predict the reaction yield, written as a fraction of the theoretical maximum amount of product (1.0 means a 100% yield; for example, 0.34 means a 34% yield).. This data is from Reaction yield outcomes from USPTO patents with 853,638 reactions. (1) The reactants are C[O:2][C:3]([C:5]1[S:6][CH:7]=[C:8]([CH2:10][CH2:11][CH2:12][C:13]2[NH:23][C:16]3[N:17]=[C:18]([NH2:22])[NH:19][C:20](=[O:21])[C:15]=3[CH:14]=2)[CH:9]=1)=[O:4].[OH-].[Na+].C(Cl)(Cl)Cl.CO. The catalyst is CO. The product is [NH2:22][C:18]1[NH:19][C:20](=[O:21])[C:15]2[CH:14]=[C:13]([CH2:12][CH2:11][CH2:10][C:8]3[CH:9]=[C:5]([C:3]([OH:4])=[O:2])[S:6][CH:7]=3)[NH:23][C:16]=2[N:17]=1. The yield is 0.830. (2) The reactants are [CH2:1]([O:3][C:4](=[O:34])[C:5]([NH:30][C:31](=[O:33])[CH3:32])([CH:11]1[CH2:20][CH2:19][C:18]2[C:13](=[CH:14][CH:15]=[C:16]([CH2:21][CH2:22][CH2:23][CH2:24][CH2:25][CH2:26][CH2:27][CH3:28])[CH:17]=2)[CH:12]1O)[C:6]([O:8][CH2:9][CH3:10])=[O:7])[CH3:2].C(OCC)C. The catalyst is C(OC(=O)C)(=O)C. The product is [CH2:1]([O:3][C:4](=[O:34])[C:5]([NH:30][C:31](=[O:33])[CH3:32])([C:11]1[CH2:20][CH2:19][C:18]2[C:13](=[CH:14][CH:15]=[C:16]([CH2:21][CH2:22][CH2:23][CH2:24][CH2:25][CH2:26][CH2:27][CH3:28])[CH:17]=2)[CH:12]=1)[C:6]([O:8][CH2:9][CH3:10])=[O:7])[CH3:2]. The yield is 0.600.